Regression. Given a peptide amino acid sequence and an MHC pseudo amino acid sequence, predict their binding affinity value. This is MHC class II binding data. From a dataset of Peptide-MHC class II binding affinity with 134,281 pairs from IEDB. (1) The binding affinity (normalized) is 0. The peptide sequence is WHTTKGAALMSGEGRL. The MHC is DRB1_0301 with pseudo-sequence DRB1_0301. (2) The peptide sequence is GELQIVDKIDAATKI. The MHC is DRB1_1302 with pseudo-sequence DRB1_1302. The binding affinity (normalized) is 0.866. (3) The peptide sequence is PAPMLAAAAGWQTLS. The MHC is HLA-DQA10102-DQB10602 with pseudo-sequence HLA-DQA10102-DQB10602. The binding affinity (normalized) is 0.512. (4) The peptide sequence is GELQIKDKIDAAFKI. The MHC is DRB1_1501 with pseudo-sequence DRB1_1501. The binding affinity (normalized) is 0.507. (5) The peptide sequence is HMAKEDLVANQPNLK. The MHC is DRB1_0802 with pseudo-sequence DRB1_0802. The binding affinity (normalized) is 0.186. (6) The peptide sequence is CSCRDQSEAQLALTI. The MHC is HLA-DQA10103-DQB10603 with pseudo-sequence HLA-DQA10103-DQB10603. The binding affinity (normalized) is 0.